Dataset: hERG Central: cardiac toxicity at 1µM, 10µM, and general inhibition. Task: Predict hERG channel inhibition at various concentrations. (1) The molecule is CCCCCCCCCCOC(=O)Cn1c(COc2cccc(C)c2)[n+](C)c2ccccc21.[Cl-]. Results: hERG_inhib (hERG inhibition (general)): blocker. (2) The molecule is CC1(C)CC(=O)C2=C(C1)Oc1ncn(CCCn3ccnc3)c(=N)c1C2c1ccccc1. Results: hERG_inhib (hERG inhibition (general)): blocker. (3) The drug is Cc1nc2cc(-c3ccccc3)nn2c(C)c1CCC(=O)N1CCN(c2ccccc2)CC1. Results: hERG_inhib (hERG inhibition (general)): blocker. (4) The drug is O=C(c1ccc(Br)cc1)N1CCC(C(=O)N2CCN(Cc3ccccc3)CC2)CC1. Results: hERG_inhib (hERG inhibition (general)): blocker. (5) The drug is CCC(C)NCCCCOc1ccc(Cl)cc1C.O=C(O)C(=O)O. Results: hERG_inhib (hERG inhibition (general)): blocker. (6) The drug is COc1ccc(C)cc1NC(=O)C(NCC1CCCO1)c1ccccc1. Results: hERG_inhib (hERG inhibition (general)): blocker. (7) The drug is O=C(C1CCC(=O)N(C2CCCC2)C1)N1CCC(Oc2ccccc2Cl)CC1. Results: hERG_inhib (hERG inhibition (general)): blocker. (8) Results: hERG_inhib (hERG inhibition (general)): blocker. The drug is Cc1cc(N2CCN(C(=O)Nc3ccccc3C#N)CC2)c2ccccc2n1. (9) The drug is CC1SC(c2ccccc2)N(CC(O)c2ccc([N+](=O)[O-])cc2)C1=O. Results: hERG_inhib (hERG inhibition (general)): blocker. (10) The molecule is CC(C)Nc1ccc(Nc2ccnc3cc4ccccc4cc23)cc1. Results: hERG_inhib (hERG inhibition (general)): blocker.